Task: Predict the reaction yield, written as a fraction of the theoretical maximum amount of product (1.0 means a 100% yield; for example, 0.34 means a 34% yield).. Dataset: Reaction yield outcomes from USPTO patents with 853,638 reactions (1) The reactants are P(Cl)(Cl)(Cl)=[O:2].[C:6]1([N:12]2C=[CH:15][CH:14]=[CH:13]2)[CH:11]=[CH:10][CH:9]=[CH:8][CH:7]=1.[CH2:17](Cl)[CH2:18]Cl. No catalyst specified. The product is [C:6]1([N:12]2[CH:13]=[CH:14][CH:15]=[C:17]2[CH:18]=[O:2])[CH:11]=[CH:10][CH:9]=[CH:8][CH:7]=1. The yield is 0.590. (2) The reactants are CC1(C)C(C)(C)OB([C:9]2[CH:33]=[CH:32][C:12]([O:13][CH2:14][C:15]3[CH:27]=[CH:26][C:25]([C:28]([F:31])([F:30])[F:29])=[CH:24][C:16]=3[C:17]([O:19][C:20]([CH3:23])([CH3:22])[CH3:21])=[O:18])=[CH:11][CH:10]=2)O1.Br[C:36]1[CH:41]=[CH:40][C:39]([CH2:42][C:43]([O:45][CH3:46])=[O:44])=[CH:38][CH:37]=1. No catalyst specified. The product is [CH3:46][O:45][C:43]([CH2:42][C:39]1[CH:40]=[CH:41][C:36]([C:9]2[CH:33]=[CH:32][C:12]([O:13][CH2:14][C:15]3[CH:27]=[CH:26][C:25]([C:28]([F:29])([F:30])[F:31])=[CH:24][C:16]=3[C:17]([O:19][C:20]([CH3:21])([CH3:23])[CH3:22])=[O:18])=[CH:11][CH:10]=2)=[CH:37][CH:38]=1)=[O:44]. The yield is 0.520. (3) The reactants are [CH3:1][O:2][C:3]1[CH:8]=[CH:7][C:6]([N:9]([C:36]2[CH:41]=[CH:40][C:39]([O:42][CH3:43])=[CH:38][CH:37]=2)[C:10]2[CH:15]=[CH:14][C:13]([N:16]([C:28]3[CH:33]=[CH:32][C:31]([O:34][CH3:35])=[CH:30][CH:29]=3)[C:17]3[CH:27]=[CH:26][C:20]([O:21][CH2:22][CH2:23][CH2:24][OH:25])=[CH:19][CH:18]=3)=[CH:12][CH:11]=2)=[CH:5][CH:4]=1.C(N(CC)CC)C.[CH3:51][S:52](Cl)(=[O:54])=[O:53]. The catalyst is CN(C)C1C=CN=CC=1. The product is [CH3:51][S:52]([O:25][CH2:24][CH2:23][CH2:22][O:21][C:20]1[CH:26]=[CH:27][C:17]([N:16]([C:13]2[CH:12]=[CH:11][C:10]([N:9]([C:36]3[CH:37]=[CH:38][C:39]([O:42][CH3:43])=[CH:40][CH:41]=3)[C:6]3[CH:5]=[CH:4][C:3]([O:2][CH3:1])=[CH:8][CH:7]=3)=[CH:15][CH:14]=2)[C:28]2[CH:33]=[CH:32][C:31]([O:34][CH3:35])=[CH:30][CH:29]=2)=[CH:18][CH:19]=1)(=[O:54])=[O:53]. The yield is 0.733.